This data is from Full USPTO retrosynthesis dataset with 1.9M reactions from patents (1976-2016). The task is: Predict the reactants needed to synthesize the given product. Given the product [F:30][C:2]1([F:1])[CH2:4][CH:3]1[CH2:5][N:6]1[C:14]2[C:9](=[N:10][C:11]([C:15]3[CH:20]=[CH:19][CH:18]=[C:17]([CH:21]4[CH2:26][CH2:25][N:24]([S:48]([CH3:47])(=[O:50])=[O:49])[CH2:23][CH2:22]4)[CH:16]=3)=[CH:12][CH:13]=2)[N:8]([CH3:27])[S:7]1(=[O:29])=[O:28], predict the reactants needed to synthesize it. The reactants are: [F:1][C:2]1([F:30])[CH2:4][CH:3]1[CH2:5][N:6]1[C:14]2[C:9](=[N:10][C:11]([C:15]3[CH:20]=[CH:19][CH:18]=[C:17]([CH:21]4[CH2:26][CH2:25][NH:24][CH2:23][CH2:22]4)[CH:16]=3)=[CH:12][CH:13]=2)[N:8]([CH3:27])[S:7]1(=[O:29])=[O:28].CN1C(=O)CCC1.CCN(C(C)C)C(C)C.[CH3:47][S:48](Cl)(=[O:50])=[O:49].